Dataset: Full USPTO retrosynthesis dataset with 1.9M reactions from patents (1976-2016). Task: Predict the reactants needed to synthesize the given product. (1) Given the product [Cl:24][C:21]1[C:11]([N:8]2[CH2:7][CH2:6][CH:5]([C:3]([O:2][CH3:1])=[O:4])[CH2:10][CH2:9]2)=[N:12][C:13]([CH3:23])=[C:14]([C:20]=1[CH3:22])[C:15]([O:17][CH2:18][CH3:19])=[O:16], predict the reactants needed to synthesize it. The reactants are: [CH3:1][O:2][C:3]([CH:5]1[CH2:10][CH2:9][N:8]([C:11]2[CH:21]=[C:20]([CH3:22])[C:14]([C:15]([O:17][CH2:18][CH3:19])=[O:16])=[C:13]([CH3:23])[N:12]=2)[CH2:7][CH2:6]1)=[O:4].[Cl:24]N1C(=O)CCC1=O. (2) Given the product [CH2:19]([O:26][C:12]1[CH:13]=[C:8]([F:7])[C:9]([N+:16]([O-:18])=[O:17])=[CH:10][C:11]=1[F:15])[C:20]1[CH:25]=[CH:24][CH:23]=[CH:22][CH:21]=1, predict the reactants needed to synthesize it. The reactants are: C(=O)([O-])[O-].[K+].[K+].[F:7][C:8]1[CH:13]=[C:12](F)[C:11]([F:15])=[CH:10][C:9]=1[N+:16]([O-:18])=[O:17].[CH2:19]([OH:26])[C:20]1[CH:25]=[CH:24][CH:23]=[CH:22][CH:21]=1.O. (3) Given the product [NH2:1][C:2]1[N:6]([C:7]2[CH:8]=[CH:9][C:10]([O:15][CH3:16])=[C:11]([CH:14]=2)[C:12]([NH2:13])=[O:25])[N:5]=[C:4]([NH:17][C:18]2[CH:19]=[CH:20][CH:21]=[CH:22][CH:23]=2)[N:3]=1, predict the reactants needed to synthesize it. The reactants are: [NH2:1][C:2]1[N:6]([C:7]2[CH:8]=[CH:9][C:10]([O:15][CH3:16])=[C:11]([CH:14]=2)[C:12]#[N:13])[N:5]=[C:4]([NH:17][C:18]2[CH:23]=[CH:22][CH:21]=[CH:20][CH:19]=2)[N:3]=1.C([O-])([O-])=[O:25].[K+].[K+].OO.C([O-])([O-])=O.[Na+].[Na+]. (4) Given the product [CH3:10][O:11][C:12](=[O:37])[C:13]1[CH:18]=[CH:17][CH:16]=[C:15]([CH2:19][N:20]2[C:31]3[C:36](=[CH:35][CH:34]=[CH:33][CH:32]=3)/[C:22](=[C:23](\[C:2]3[CH:9]=[CH:8][C:5]([C:6]#[N:7])=[CH:4][CH:3]=3)/[C:24]3[CH:25]=[CH:26][CH:27]=[CH:28][CH:29]=3)/[C:21]2=[O:30])[CH:14]=1, predict the reactants needed to synthesize it. The reactants are: I[C:2]1[CH:9]=[CH:8][C:5]([C:6]#[N:7])=[CH:4][CH:3]=1.[CH3:10][O:11][C:12](=[O:37])[C:13]1[CH:18]=[CH:17][CH:16]=[C:15]([CH2:19][N:20]([C:31]2[CH:36]=[CH:35][CH:34]=[CH:33][CH:32]=2)[C:21](=[O:30])[C:22]#[C:23][C:24]2[CH:29]=[CH:28][CH:27]=[CH:26][CH:25]=2)[CH:14]=1. (5) Given the product [CH3:1][O:2][C:3]1[CH:8]=[CH:7][C:6]([NH:9][C:10]2[CH:15]=[CH:14][CH:13]=[CH:12][C:11]=2[NH:16][C:24](=[O:25])[C:19]2[CH:20]=[CH:21][CH:22]=[CH:23][C:18]=2[CH3:27])=[C:5]([CH3:17])[CH:4]=1, predict the reactants needed to synthesize it. The reactants are: [CH3:1][O:2][C:3]1[CH:8]=[CH:7][C:6]([NH:9][C:10]2[C:11]([NH2:16])=[CH:12][CH:13]=[CH:14][CH:15]=2)=[C:5]([CH3:17])[CH:4]=1.[C:18]1([CH3:27])[C:19]([C:24](O)=[O:25])=[CH:20][CH:21]=[CH:22][CH:23]=1.C(N(CC)CC)C.CCCP1(OP(CCC)(=O)OP(CCC)(=O)O1)=O. (6) Given the product [CH2:39]([N:29]1[C:10]2[C@:9]3([CH3:8])[C:15]([CH3:17])([CH3:16])[C@@H:12]([CH2:13][CH2:14]3)[C:11]=2[C:18](=[O:19])[N:30]1[C:31]1[CH:36]=[CH:35][CH:34]=[C:33]([CH3:37])[C:32]=1[CH3:38])[C:40]1[CH:41]=[CH:42][CH:43]=[CH:44][CH:45]=1, predict the reactants needed to synthesize it. The reactants are: C(N(CC)CC)C.[CH3:8][C@@:9]12[C:15]([CH3:17])([CH3:16])[C@@H:12]([CH2:13][CH2:14]1)[CH:11]([C:18](Cl)=[O:19])[C:10]2=O.C(OC([N:29]([CH2:39][C:40]1[CH:45]=[CH:44][CH:43]=[CH:42][CH:41]=1)[NH:30][C:31]1[CH:36]=[CH:35][CH:34]=[C:33]([CH3:37])[C:32]=1[CH3:38])=O)(C)(C)C.Cl.O1CCOCC1. (7) The reactants are: [CH2:1]([C:3]1[C:8](C=O)=[CH:7][CH:6]=[CH:5][C:4]=1[C:11]1[S:15][C:14]([C:16]2[CH:17]=[CH:18][C:19]([O:24][CH:25]([CH3:27])[CH3:26])=[C:20]([CH:23]=2)[C:21]#[N:22])=[N:13][CH:12]=1)[CH3:2].[C:28](O)(=O)C.C([O-])(=O)C.[Na+].Cl.[CH3:38][NH:39][CH2:40][C:41]([O:43][CH3:44])=[O:42]. Given the product [C:21]([C:20]1[CH:23]=[C:16]([C:14]2[S:15][C:11]([C:4]3[C:3]([CH2:1][CH3:2])=[C:8]([CH2:38][N:39]([CH3:28])[CH2:40][C:41]([O:43][CH3:44])=[O:42])[CH:7]=[CH:6][CH:5]=3)=[CH:12][N:13]=2)[CH:17]=[CH:18][C:19]=1[O:24][CH:25]([CH3:27])[CH3:26])#[N:22], predict the reactants needed to synthesize it.